Dataset: Full USPTO retrosynthesis dataset with 1.9M reactions from patents (1976-2016). Task: Predict the reactants needed to synthesize the given product. Given the product [O:29]1[CH2:34][CH2:33][CH2:32][CH2:31][CH:30]1[O:1][CH:2]([C:11]1[CH:16]=[CH:15][C:14]([CH2:17][O:18][Si:19]([CH:23]([CH3:25])[CH3:24])([CH:26]([CH3:28])[CH3:27])[CH:20]([CH3:21])[CH3:22])=[CH:13][CH:12]=1)[C:3]1[CH:4]=[C:5]([CH:8]=[CH:9][CH:10]=1)[C:6]#[N:7], predict the reactants needed to synthesize it. The reactants are: [OH:1][CH:2]([C:11]1[CH:16]=[CH:15][C:14]([CH2:17][O:18][Si:19]([CH:26]([CH3:28])[CH3:27])([CH:23]([CH3:25])[CH3:24])[CH:20]([CH3:22])[CH3:21])=[CH:13][CH:12]=1)[C:3]1[CH:4]=[C:5]([CH:8]=[CH:9][CH:10]=1)[C:6]#[N:7].[O:29]1[CH:34]=[CH:33][CH2:32][CH2:31][CH2:30]1.ClCCl.C1(C)C=CC(S([O-])(=O)=O)=CC=1.[NH+]1C=CC=CC=1.